From a dataset of Reaction yield outcomes from USPTO patents with 853,638 reactions. Predict the reaction yield, written as a fraction of the theoretical maximum amount of product (1.0 means a 100% yield; for example, 0.34 means a 34% yield). (1) The reactants are C(Cl)(=O)C(Cl)=O.CS(C)=O.[Cl:11][C:12]1[C:13]([C:20]([CH3:24])([CH3:23])[C:21]#[N:22])=[N:14][CH:15]=[C:16]([CH2:18][OH:19])[CH:17]=1.C(N(CC)CC)C. The catalyst is C(Cl)Cl.O. The product is [Cl:11][C:12]1[C:13]([C:20]([CH3:24])([CH3:23])[C:21]#[N:22])=[N:14][CH:15]=[C:16]([CH:18]=[O:19])[CH:17]=1. The yield is 0.620. (2) The reactants are Cl[C:2]1[N:7]=[CH:6][N:5]=[C:4]2[N:8]([C:11]3[CH:16]=[CH:15][C:14]([S:17]([CH3:20])(=[O:19])=[O:18])=[CH:13][CH:12]=3)[N:9]=[CH:10][C:3]=12.[C:21]([O:25][C:26](=[O:35])[NH:27][CH:28]1[CH2:33][CH2:32][CH:31]([NH2:34])[CH2:30][CH2:29]1)([CH3:24])([CH3:23])[CH3:22].C(=O)([O-])[O-].[K+].[K+]. The product is [C:21]([O:25][C:26](=[O:35])[NH:27][CH:28]1[CH2:29][CH2:30][CH:31]([NH:34][C:2]2[N:7]=[CH:6][N:5]=[C:4]3[N:8]([C:11]4[CH:16]=[CH:15][C:14]([S:17]([CH3:20])(=[O:19])=[O:18])=[CH:13][CH:12]=4)[N:9]=[CH:10][C:3]=23)[CH2:32][CH2:33]1)([CH3:24])([CH3:22])[CH3:23]. The yield is 0.760. The catalyst is C1COCC1. (3) The reactants are CS(C)=O.C(Cl)(=O)C(Cl)=O.[OH:11][CH:12]1[C:16]2[N:17]=[CH:18][N:19]=[C:20]([N:21]3[CH2:26][CH2:25][N:24]([C:27]([O:29][C:30]([CH3:33])([CH3:32])[CH3:31])=[O:28])[CH2:23][CH2:22]3)[C:15]=2[C@H:14]([CH3:34])[CH2:13]1.C(N(CC)CC)C. The catalyst is C(Cl)Cl.CCOC(C)=O.O. The product is [CH3:34][C@H:14]1[C:15]2[C:20]([N:21]3[CH2:26][CH2:25][N:24]([C:27]([O:29][C:30]([CH3:33])([CH3:32])[CH3:31])=[O:28])[CH2:23][CH2:22]3)=[N:19][CH:18]=[N:17][C:16]=2[C:12](=[O:11])[CH2:13]1. The yield is 0.823. (4) The reactants are C([Si]([O:8][CH2:9][C:10]1[S:11][C:12]([F:23])=[C:13]([CH2:15][C:16]2[CH:21]=[CH:20][CH:19]=[C:18]([Cl:22])[CH:17]=2)[CH:14]=1)(C)C)(C)(C)C. The catalyst is C1COCC1. The product is [Cl:22][C:18]1[CH:17]=[C:16]([CH:21]=[CH:20][CH:19]=1)[CH2:15][C:13]1[CH:14]=[C:10]([CH2:9][OH:8])[S:11][C:12]=1[F:23]. The yield is 0.950. (5) The reactants are [Br:1][C:2]1[CH:9]=[C:8]([OH:10])[CH:7]=[CH:6][C:3]=1[CH:4]=[O:5].C([O-])([O-])=O.[Cs+].[Cs+].[Br:17][CH2:18][CH2:19][CH2:20]Br. The catalyst is CC#N. The product is [Br:1][C:2]1[CH:9]=[C:8]([O:10][CH2:20][CH2:19][CH2:18][Br:17])[CH:7]=[CH:6][C:3]=1[CH:4]=[O:5]. The yield is 0.840. (6) The reactants are [Br:1][C:2]1[CH:30]=[CH:29][CH:28]=[CH:27][C:3]=1[CH2:4][C:5]1[O:6][C:7]([CH3:26])=[C:8]([CH3:25])[C:9]=1[C:10]([C:12]1[CH:17]=[CH:16][C:15]([O:18]C)=[C:14]([CH:20]2[CH2:24][CH2:23][CH2:22][CH2:21]2)[CH:13]=1)=[O:11].B(Br)(Br)Br.C(Cl)Cl. The catalyst is C(Cl)Cl. The product is [Br:1][C:2]1[CH:30]=[CH:29][CH:28]=[CH:27][C:3]=1[CH2:4][C:5]1[O:6][C:7]([CH3:26])=[C:8]([CH3:25])[C:9]=1[C:10]([C:12]1[CH:17]=[CH:16][C:15]([OH:18])=[C:14]([CH:20]2[CH2:24][CH2:23][CH2:22][CH2:21]2)[CH:13]=1)=[O:11]. The yield is 0.500.